From a dataset of Full USPTO retrosynthesis dataset with 1.9M reactions from patents (1976-2016). Predict the reactants needed to synthesize the given product. (1) Given the product [CH3:24][O:23][C:21]([NH:1][C@@H:2]([CH2:6][CH2:7][C:8]1[CH:13]=[CH:12][CH:11]=[CH:10][CH:9]=1)[C:3]([OH:5])=[O:4])=[O:22], predict the reactants needed to synthesize it. The reactants are: [NH2:1][C@@H:2]([CH2:6][CH2:7][C:8]1[CH:13]=[CH:12][CH:11]=[CH:10][CH:9]=1)[C:3]([OH:5])=[O:4].C([O-])([O-])=O.[Na+].[Na+].Cl[C:21]([O:23][CH3:24])=[O:22]. (2) Given the product [Cl:13][C:9]1[CH:8]=[C:7]2[C:12](=[CH:11][CH:10]=1)[N:4]([CH2:3][CH2:2][N:29]1[C:30](=[O:32])[CH2:31][NH:27][C:28]1=[O:33])[C:5]([CH2:14][N:15]1[C:19]3=[CH:20][N:21]=[CH:22][CH:23]=[C:18]3[C:17]3([CH2:24][CH2:25]3)[C:16]1=[O:26])=[CH:6]2, predict the reactants needed to synthesize it. The reactants are: Br[CH2:2][CH2:3][N:4]1[C:12]2[C:7](=[CH:8][C:9]([Cl:13])=[CH:10][CH:11]=2)[CH:6]=[C:5]1[CH2:14][N:15]1[C:19]2=[CH:20][N:21]=[CH:22][CH:23]=[C:18]2[C:17]2([CH2:25][CH2:24]2)[C:16]1=[O:26].[NH:27]1[CH2:31][C:30](=[O:32])[NH:29][C:28]1=[O:33].[F-].C([N+](CCCC)(CCCC)CCCC)CCC.C(=O)([O-])[O-].[K+].[K+]. (3) Given the product [F:30][C:18]([F:17])([F:29])[C:19]1[CH:20]=[CH:21][C:22]([S:25]([NH:2][C@@H:3]([C:5]2[S:9][C:8]([C:10]([O:12][C:13]([CH3:15])([CH3:14])[CH3:16])=[O:11])=[CH:7][CH:6]=2)[CH3:4])(=[O:27])=[O:26])=[CH:23][CH:24]=1, predict the reactants needed to synthesize it. The reactants are: Cl.[NH2:2][C@@H:3]([C:5]1[S:9][C:8]([C:10]([O:12][C:13]([CH3:16])([CH3:15])[CH3:14])=[O:11])=[CH:7][CH:6]=1)[CH3:4].[F:17][C:18]([F:30])([F:29])[C:19]1[CH:24]=[CH:23][C:22]([S:25](Cl)(=[O:27])=[O:26])=[CH:21][CH:20]=1.C(N(CC)CC)C. (4) Given the product [Cl:1][C:2]1[C:7]([Cl:8])=[C:6]([Cl:9])[N:5]=[C:4]([C:10]([O:12][CH2:23][C:13]2[CH:18]=[CH:17][CH:16]=[CH:15][CH:14]=2)=[O:11])[CH:3]=1, predict the reactants needed to synthesize it. The reactants are: [Cl:1][C:2]1[C:7]([Cl:8])=[C:6]([Cl:9])[N:5]=[C:4]([C:10]([O-:12])=[O:11])[CH:3]=1.[C:13]1([CH3:23])[CH:18]=[CH:17][C:16](S([O-])(=O)=O)=[CH:15][CH:14]=1.[NH+]1C=CC=CC=1.C(O)C1C=CC=CC=1. (5) Given the product [F:1][C:2]1[CH:7]=[C:6]([C:8]2[CH:9]=[CH:10][C:11]([F:14])=[CH:12][CH:13]=2)[CH:5]=[C:4]([O:15][CH3:16])[C:3]=1[CH:17]1[C:18](=[O:27])[CH:19]([CH2:24][C:25]#[CH:26])[CH2:20][C:21]1=[O:22], predict the reactants needed to synthesize it. The reactants are: [F:1][C:2]1[CH:7]=[C:6]([C:8]2[CH:13]=[CH:12][C:11]([F:14])=[CH:10][CH:9]=2)[CH:5]=[C:4]([O:15][CH3:16])[C:3]=1[C:17]1[C:18](=[O:27])[CH:19]([CH2:24][C:25]#[CH:26])[CH2:20][C:21]=1[O:22]C.ClCCl.